Dataset: Peptide-MHC class II binding affinity with 134,281 pairs from IEDB. Task: Regression. Given a peptide amino acid sequence and an MHC pseudo amino acid sequence, predict their binding affinity value. This is MHC class II binding data. (1) The peptide sequence is AMYMALIAAFSIRPGK. The MHC is HLA-DQA10601-DQB10402 with pseudo-sequence YNFHQRXFATVTHILFFGGTYYDIEDSTVHLETT. The binding affinity (normalized) is 0.787. (2) The peptide sequence is SDAKTLVLNIKYTRP. The MHC is HLA-DQA10501-DQB10201 with pseudo-sequence HLA-DQA10501-DQB10201. The binding affinity (normalized) is 0.0878. (3) The peptide sequence is GVLAGLAFQEMENFL. The MHC is HLA-DQA10501-DQB10303 with pseudo-sequence HLA-DQA10501-DQB10303. The binding affinity (normalized) is 0.674. (4) The peptide sequence is ENVKMEDVGYPIIID. The MHC is DRB3_0202 with pseudo-sequence DRB3_0202. The binding affinity (normalized) is 0.0274. (5) The peptide sequence is QIGNRPGPSRGVQGF. The MHC is DRB3_0101 with pseudo-sequence DRB3_0101. The binding affinity (normalized) is 0. (6) The MHC is DRB1_0301 with pseudo-sequence DRB1_0301. The binding affinity (normalized) is 0.112. The peptide sequence is LVTVNPIASTNDDEV. (7) The binding affinity (normalized) is 0.627. The MHC is DRB1_1602 with pseudo-sequence DRB1_1602. The peptide sequence is YDKFLANVSTVCTGK. (8) The peptide sequence is EKKYFAATQFEPLAN. The MHC is HLA-DQA10301-DQB10302 with pseudo-sequence HLA-DQA10301-DQB10302. The binding affinity (normalized) is 0.300. (9) The peptide sequence is YVVSSFDNIKVFLEG. The MHC is DRB1_0404 with pseudo-sequence DRB1_0404. The binding affinity (normalized) is 0.994. (10) The peptide sequence is AGQISVQPTFSVQRN. The MHC is DRB1_0301 with pseudo-sequence DRB1_0301. The binding affinity (normalized) is 0.316.